From a dataset of Full USPTO retrosynthesis dataset with 1.9M reactions from patents (1976-2016). Predict the reactants needed to synthesize the given product. (1) Given the product [NH:1]1[C:5]2[CH:6]=[CH:7][CH:8]=[CH:9][C:4]=2[N:3]=[C:2]1[N:10]([CH2:21][C:22]1[CH:30]=[CH:29][C:25]([C:26]([NH:37][C:36]2[NH:35][N:34]=[N:33][N:32]=2)=[O:28])=[CH:24][CH:23]=1)[CH:11]1[CH2:12][CH2:13][CH:14]([C:17]([CH3:18])([CH3:20])[CH3:19])[CH2:15][CH2:16]1, predict the reactants needed to synthesize it. The reactants are: [NH:1]1[C:5]2[CH:6]=[CH:7][CH:8]=[CH:9][C:4]=2[N:3]=[C:2]1[N:10]([CH2:21][C:22]1[CH:30]=[CH:29][C:25]([C:26]([OH:28])=O)=[CH:24][CH:23]=1)[CH:11]1[CH2:16][CH2:15][CH:14]([C:17]([CH3:20])([CH3:19])[CH3:18])[CH2:13][CH2:12]1.O.[NH:32]1[C:36]([NH2:37])=[N:35][N:34]=[N:33]1.C1C=CC2N(O)N=NC=2C=1.C(Cl)CCl.CCN(C(C)C)C(C)C. (2) Given the product [F:24][C:23]([F:26])([F:25])[C:6]([N:8]1[CH2:11][CH:10]([CH2:12][C:13]2[CH:18]=[CH:17][CH:16]=[CH:15][C:14]=2[O:19][CH3:20])[CH2:9]1)=[O:5], predict the reactants needed to synthesize it. The reactants are: C([O:5][C:6]([N:8]1[CH2:11][CH:10]([CH2:12][C:13]2[CH:18]=[CH:17][CH:16]=[CH:15][C:14]=2[O:19][CH3:20])[CH2:9]1)=O)(C)(C)C.C(O)([C:23]([F:26])([F:25])[F:24])=O.C(N(CC)CC)C.FC(F)(F)C(OC(=O)C(F)(F)F)=O.C([O-])(O)=O.[Na+]. (3) Given the product [OH:1][C@@H:2]([CH2:18][N:32]1[CH2:33][CH2:34][CH:29]([C:20]2[CH:21]=[CH:22][C:23]3[C:28](=[CH:27][CH:26]=[CH:25][CH:24]=3)[CH:19]=2)[CH2:30][CH2:31]1)[CH2:3][O:4][C:5]1[CH:17]=[CH:16][CH:15]=[CH:14][C:6]=1[CH:7]=[C:8]1[CH2:13][CH2:12][O:11][C:9]1=[O:10], predict the reactants needed to synthesize it. The reactants are: [O:1]1[CH2:18][C@H:2]1[CH2:3][O:4][C:5]1[CH:17]=[CH:16][CH:15]=[CH:14][C:6]=1[CH:7]=[C:8]1[CH2:13][CH2:12][O:11][C:9]1=[O:10].[CH:19]1[C:28]2[C:23](=[CH:24][CH:25]=[CH:26][CH:27]=2)[CH:22]=[CH:21][C:20]=1[CH:29]1[CH2:34][CH2:33][NH:32][CH2:31][CH2:30]1. (4) The reactants are: [CH2:1]([NH:4][S:5]([C:8]1[CH:9]=[C:10]([CH:14]=[CH:15][CH:16]=1)[C:11](O)=[O:12])(=[O:7])=[O:6])[CH:2]=[CH2:3].S(Cl)(Cl)=O.[N-:21]=[C:22]=[S:23].[K+]. Given the product [CH2:1]([NH:4][S:5]([C:8]1[CH:9]=[C:10]([CH:14]=[CH:15][CH:16]=1)[C:11]([N:21]=[C:22]=[S:23])=[O:12])(=[O:7])=[O:6])[CH:2]=[CH2:3], predict the reactants needed to synthesize it. (5) Given the product [OH:27][CH2:28][CH2:29][N:30]([CH3:41])[S:31]([C:34]1[S:38][C:37]([NH:39][C:12]([C:11]2[CH:10]=[N:9][N:8]3[C:3]([C:2]([F:26])([F:25])[F:1])=[CH:4][C:5]([C:15]4[CH:20]=[CH:19][C:18]([C:21]([F:24])([F:22])[F:23])=[CH:17][CH:16]=4)=[N:6][C:7]=23)=[O:13])=[N:36][C:35]=1[CH3:40])(=[O:32])=[O:33], predict the reactants needed to synthesize it. The reactants are: [F:1][C:2]([F:26])([F:25])[C:3]1[N:8]2[N:9]=[CH:10][C:11]([C:12](O)=[O:13])=[C:7]2[N:6]=[C:5]([C:15]2[CH:20]=[CH:19][C:18]([C:21]([F:24])([F:23])[F:22])=[CH:17][CH:16]=2)[CH:4]=1.[OH:27][CH2:28][CH2:29][N:30]([CH3:41])[S:31]([C:34]1[S:38][C:37]([NH2:39])=[N:36][C:35]=1[CH3:40])(=[O:33])=[O:32].